This data is from Full USPTO retrosynthesis dataset with 1.9M reactions from patents (1976-2016). The task is: Predict the reactants needed to synthesize the given product. Given the product [CH3:22][N:23]1[CH2:29][CH2:28][CH2:27][N:26]([C:2]2[CH:7]=[CH:6][C:5]([N+:8]([O-:10])=[O:9])=[CH:4][C:3]=2[CH2:11][OH:12])[CH2:25][CH2:24]1, predict the reactants needed to synthesize it. The reactants are: F[C:2]1[CH:7]=[CH:6][C:5]([N+:8]([O-:10])=[O:9])=[CH:4][C:3]=1[CH2:11][OH:12].C(N(C(C)C)CC)(C)C.[CH3:22][N:23]1[CH2:29][CH2:28][CH2:27][NH:26][CH2:25][CH2:24]1.